From a dataset of Reaction yield outcomes from USPTO patents with 853,638 reactions. Predict the reaction yield, written as a fraction of the theoretical maximum amount of product (1.0 means a 100% yield; for example, 0.34 means a 34% yield). (1) The reactants are [Na:1].[CH3:2][C:3]1[C:4]([CH2:22][S:23]([C:25]2[NH:29][C:28]3[CH:30]=[CH:31][CH:32]=[CH:33][C:27]=3[N:26]=2)=[O:24])=[N:5][CH:6]=[CH:7][C:8]=1[O:9][CH2:10]C1(C)OCC2(OCCO2)CO1.[CH3:34][C:35]1([CH2:45]CO)[O:44][CH2:43][C:38]2([O:42][CH2:41][CH2:40][O:39]2)[CH2:37][O:36]1.N1C2C=[C:54]3[O:60]CC[O:57][C:55]3=CC=2N=C1S. No catalyst specified. The product is [Na:1].[CH3:2][C:3]1[C:4]([CH2:22][S:23]([C:25]2[NH:29][C:28]3[CH:30]=[C:31]4[O:60][CH2:54][CH2:55][O:57][C:32]4=[CH:33][C:27]=3[N:26]=2)=[O:24])=[N:5][CH:6]=[CH:7][C:8]=1[O:9][CH2:10][CH2:45][C:35]1([CH3:34])[O:36][CH2:37][C:38]2([O:39][CH2:40][CH2:41][O:42]2)[CH2:43][O:44]1. The yield is 0.0920. (2) The reactants are [H-].[Na+].[CH3:3][N:4]([CH2:6][CH2:7]O)[CH3:5].[Br:9][C:10]1[CH:18]=[C:17]2[C:13]([CH:14]=[CH:15][N:16]2S(C)(=O)=O)=[CH:12][CH:11]=1. The catalyst is C1(C)C=CC=CC=1.C(Cl)Cl. The product is [Br:9][C:10]1[CH:18]=[C:17]2[C:13]([CH:14]=[CH:15][N:16]2[CH2:7][CH2:6][N:4]([CH3:5])[CH3:3])=[CH:12][CH:11]=1. The yield is 0.610.